From a dataset of Forward reaction prediction with 1.9M reactions from USPTO patents (1976-2016). Predict the product of the given reaction. (1) Given the reactants [CH:1]([C:14]1[CH:19]=[CH:18][N:17]=[CH:16][CH:15]=1)([C:8]1[CH:13]=[CH:12][CH:11]=[CH:10][CH:9]=1)[C:2]1[CH:7]=[CH:6][CH:5]=[CH:4][CH:3]=1.[CH3:20][I:21], predict the reaction product. The product is: [I-:21].[CH:1]([C:14]1[CH:19]=[CH:18][N+:17]([CH3:20])=[CH:16][CH:15]=1)([C:8]1[CH:13]=[CH:12][CH:11]=[CH:10][CH:9]=1)[C:2]1[CH:3]=[CH:4][CH:5]=[CH:6][CH:7]=1. (2) Given the reactants [CH3:1][C:2]([CH3:6])=[CH:3][CH2:4]Br.C([O-])([O-])=O.[K+].[K+].[CH3:13][C:14]1[N:15]=[C:16]([N+:19]([O-:21])=[O:20])[NH:17][CH:18]=1, predict the reaction product. The product is: [CH3:13][C:14]1[N:15]=[C:16]([N+:19]([O-:21])=[O:20])[N:17]([CH2:4][CH:3]=[C:2]([CH3:6])[CH3:1])[CH:18]=1. (3) Given the reactants [F:1][C:2]1[CH:3]=[C:4]2[C:8](=[CH:9][CH:10]=1)[NH:7][C:6]1[C:11](=[O:20])[NH:12][CH2:13][CH:14]=[C:15]([CH2:16][C:17]([OH:19])=O)[C:5]2=1.CCN(C(C)C)C(C)C.CN(C(ON1N=NC2C=CC=NC1=2)=[N+](C)C)C.F[P-](F)(F)(F)(F)F.[Cl:54][C:55]1[N:60]=[CH:59][C:58]([NH2:61])=[CH:57][CH:56]=1, predict the reaction product. The product is: [Cl:54][C:55]1[N:60]=[CH:59][C:58]([NH:61][C:17](=[O:19])[CH2:16][C:15]2[C:5]3[C:4]4[C:8](=[CH:9][CH:10]=[C:2]([F:1])[CH:3]=4)[NH:7][C:6]=3[C:11](=[O:20])[NH:12][CH2:13][CH:14]=2)=[CH:57][CH:56]=1. (4) Given the reactants C([O:3][C:4](=[O:33])/[C:5](/[CH3:32])=[CH:6]/[C:7]1[CH:12]=[CH:11][C:10]([C:13]#[C:14][C:15]2[CH:16]=[C:17]([CH:29]3[CH2:31][CH2:30]3)[C:18]3[O:25][C:22]4([CH2:24][CH2:23]4)[C:21]([CH3:26])=[C:20]([CH3:27])[C:19]=3[CH:28]=2)=[CH:9][CH:8]=1)C.[OH-].[Na+], predict the reaction product. The product is: [CH:29]1([C:17]2[C:18]3[O:25][C:22]4([CH2:24][CH2:23]4)[C:21]([CH3:26])=[C:20]([CH3:27])[C:19]=3[CH:28]=[C:15]([C:14]#[C:13][C:10]3[CH:9]=[CH:8][C:7](/[CH:6]=[C:5](\[CH3:32])/[C:4]([OH:33])=[O:3])=[CH:12][CH:11]=3)[CH:16]=2)[CH2:30][CH2:31]1. (5) Given the reactants Cl[C:2]1[C:11]2[C:6](=[CH:7][C:8]([O:14][CH2:15][CH2:16][CH2:17][N:18]3[CH2:23][CH2:22][N:21]([CH3:24])[CH2:20][CH2:19]3)=[C:9]([C:12]#[N:13])[CH:10]=2)[N:5]=[CH:4][CH:3]=1.[CH3:25][C:26]1[NH:27][C:28]2[C:33]([C:34]=1[CH3:35])=[CH:32][C:31]([OH:36])=[CH:30][CH:29]=2, predict the reaction product. The product is: [C:12]([C:9]1[CH:10]=[C:11]2[C:6](=[CH:7][C:8]=1[O:14][CH2:15][CH2:16][CH2:17][N:18]1[CH2:23][CH2:22][N:21]([CH3:24])[CH2:20][CH2:19]1)[N:5]=[CH:4][CH:3]=[C:2]2[O:36][C:31]1[CH:32]=[C:33]2[C:28](=[CH:29][CH:30]=1)[NH:27][C:26]([CH3:25])=[C:34]2[CH3:35])#[N:13]. (6) Given the reactants [C:1]1([C:7]2[N:11]([C:12]([C:25]3[CH:30]=[CH:29][CH:28]=[CH:27][CH:26]=3)([C:19]3[CH:24]=[CH:23][CH:22]=[CH:21][CH:20]=3)[C:13]3[CH:18]=[CH:17][CH:16]=[CH:15][CH:14]=3)[N:10]=[N:9][N:8]=2)[CH:6]=[CH:5][CH:4]=[CH:3][CH:2]=1.[B:31](OC(C)C)([O:36]C(C)C)[O:32]C(C)C.C(O)(=O)C, predict the reaction product. The product is: [C:12]([N:11]1[C:7]([C:1]2[CH:6]=[CH:5][CH:4]=[CH:3][C:2]=2[B:31]([OH:36])[OH:32])=[N:8][N:9]=[N:10]1)([C:25]1[CH:26]=[CH:27][CH:28]=[CH:29][CH:30]=1)([C:13]1[CH:18]=[CH:17][CH:16]=[CH:15][CH:14]=1)[C:19]1[CH:20]=[CH:21][CH:22]=[CH:23][CH:24]=1.